This data is from Forward reaction prediction with 1.9M reactions from USPTO patents (1976-2016). The task is: Predict the product of the given reaction. (1) The product is: [F:1][C:2]1[CH:30]=[C:29]([N+:31]([O-:33])=[O:32])[CH:28]=[CH:27][C:3]=1[O:4][C:5]1[CH:10]=[CH:9][N:8]=[C:7]2[CH:11]=[C:12]([C:14]3[CH2:19][CH2:18][NH:17][CH2:16][CH:15]=3)[S:13][C:6]=12. Given the reactants [F:1][C:2]1[CH:30]=[C:29]([N+:31]([O-:33])=[O:32])[CH:28]=[CH:27][C:3]=1[O:4][C:5]1[CH:10]=[CH:9][N:8]=[C:7]2[CH:11]=[C:12]([C:14]3[CH2:19][CH2:18][N:17](C(OC(C)(C)C)=O)[CH2:16][CH:15]=3)[S:13][C:6]=12, predict the reaction product. (2) Given the reactants [NH:1]1[CH2:5][CH2:4][C@@H:3]([NH:6][C:7](=[O:9])[CH3:8])[CH2:2]1.F[C:11]1[CH:16]=[CH:15][C:14]([N+:17]([O-:19])=[O:18])=[CH:13][CH:12]=1, predict the reaction product. The product is: [N+:17]([C:14]1[CH:15]=[CH:16][C:11]([N:1]2[CH2:5][CH2:4][C@@H:3]([NH:6][C:7](=[O:9])[CH3:8])[CH2:2]2)=[CH:12][CH:13]=1)([O-:19])=[O:18]. (3) Given the reactants [Cl:1][C:2]1[CH:8]=[CH:7][C:5]([NH2:6])=[CH:4][CH:3]=1.C[Al](C)C.[F:13][C:14]1[CH:19]=[CH:18][C:17]([N:20]([CH2:22][C:23]#[N:24])[CH3:21])=[CH:16][CH:15]=1, predict the reaction product. The product is: [Cl:1][C:2]1[CH:8]=[CH:7][C:5]([NH:6][C:23](=[NH:24])[CH2:22][N:20]([C:17]2[CH:18]=[CH:19][C:14]([F:13])=[CH:15][CH:16]=2)[CH3:21])=[CH:4][CH:3]=1. (4) Given the reactants Br[C:2]1[CH:22]=[CH:21][C:5]([CH2:6][N:7]2[C:11]3=[N:12][C:13]([CH3:17])=[CH:14][C:15]([CH3:16])=[C:10]3[N:9]=[C:8]2[CH2:18][CH2:19][CH3:20])=[CH:4][CH:3]=1.[C:23]([O:27][CH3:28])(=[O:26])[CH:24]=[CH2:25].C1(N(C2CCCCC2)C)CCCCC1, predict the reaction product. The product is: [CH3:28][O:27][C:23](=[O:26])/[CH:24]=[CH:25]/[C:2]1[CH:22]=[CH:21][C:5]([CH2:6][N:7]2[C:11]3=[N:12][C:13]([CH3:17])=[CH:14][C:15]([CH3:16])=[C:10]3[N:9]=[C:8]2[CH2:18][CH2:19][CH3:20])=[CH:4][CH:3]=1. (5) Given the reactants [F:1][C:2]1[CH:7]=[C:6]([I:8])[CH:5]=[CH:4][C:3]=1[N:9]1[C:21]2[C:12](=[CH:13][C:14]3[C:15]([CH3:23])=[N:16][CH:17]=[N:18][C:19]=3[C:20]=2[F:22])[NH:11][C:10]1=[O:24].[Li+].C[Si]([N-][Si](C)(C)C)(C)C.[Si:35]([O:42][CH2:43][CH2:44][C:45]1([S:48](Cl)(=[O:50])=[O:49])[CH2:47][CH2:46]1)([C:38]([CH3:41])([CH3:40])[CH3:39])([CH3:37])[CH3:36], predict the reaction product. The product is: [F:1][C:2]1[CH:7]=[C:6]([I:8])[CH:5]=[CH:4][C:3]=1[N:9]1[C:21]2[C:12](=[CH:13][C:14]3[C:15]([CH3:23])=[N:16][CH:17]=[N:18][C:19]=3[C:20]=2[F:22])[N:11]([S:48]([C:45]2([CH2:44][CH2:43][O:42][Si:35]([C:38]([CH3:41])([CH3:40])[CH3:39])([CH3:37])[CH3:36])[CH2:46][CH2:47]2)(=[O:50])=[O:49])[C:10]1=[O:24]. (6) Given the reactants [Cl:1][C:2]1[CH:7]=[C:6]([Br:8])[CH:5]=[CH:4][C:3]=1[CH3:9].[Br:10]N1C(=O)CCC1=O.C(OOC(=O)C1C=CC=CC=1)(=O)C1C=CC=CC=1, predict the reaction product. The product is: [Br:8][C:6]1[CH:5]=[CH:4][C:3]([CH2:9][Br:10])=[C:2]([Cl:1])[CH:7]=1. (7) Given the reactants Cl[C:2]1[CH:8]2[CH2:9][CH:5]([CH2:6][CH2:7]2)[C:4](=[O:10])[C:3]=1[C:11]([C:13]1[C:14]([CH3:23])=[N:15][C:16]([C:19]([F:22])([F:21])[F:20])=[CH:17][CH:18]=1)=[O:12].CN(C1C=CC=CN=1)C.C(N(CC)CC)C.[Cl:40][C:41]1[CH:46]=[CH:45][C:44]([SH:47])=[CH:43][CH:42]=1, predict the reaction product. The product is: [Cl:40][C:41]1[CH:46]=[CH:45][C:44]([S:47][C:2]2[CH:8]3[CH2:9][CH:5]([CH2:6][CH2:7]3)[C:4](=[O:10])[C:3]=2[C:11]([C:13]2[C:14]([CH3:23])=[N:15][C:16]([C:19]([F:21])([F:22])[F:20])=[CH:17][CH:18]=2)=[O:12])=[CH:43][CH:42]=1. (8) Given the reactants [CH:1]([C:4]1[CH:13]=[C:12]2[C:7]([C:8](Cl)=[N:9][C:10](Cl)=[N:11]2)=[CH:6][CH:5]=1)([CH3:3])[CH3:2].NC1C=CC(CN)=CC=1.[NH2:25][CH2:26][C:27]1[CH:32]=[CH:31][C:30]([NH:33][C:34]([CH:36]2[CH2:41][CH2:40][N:39]([CH2:42][C:43]3[CH:48]=[CH:47][CH:46]=[CH:45][CH:44]=3)[CH2:38][CH2:37]2)=[O:35])=[CH:29][CH:28]=1.[CH3:49][NH:50][CH3:51], predict the reaction product. The product is: [CH2:42]([N:39]1[CH2:38][CH2:37][CH:36]([C:34]([NH:33][C:30]2[CH:31]=[CH:32][C:27]([CH2:26][NH:25][C:8]3[C:7]4[C:12](=[CH:13][C:4]([CH:1]([CH3:3])[CH3:2])=[CH:5][CH:6]=4)[N:11]=[C:10]([N:50]([CH3:51])[CH3:49])[N:9]=3)=[CH:28][CH:29]=2)=[O:35])[CH2:41][CH2:40]1)[C:43]1[CH:44]=[CH:45][CH:46]=[CH:47][CH:48]=1.